Task: Predict which catalyst facilitates the given reaction.. Dataset: Catalyst prediction with 721,799 reactions and 888 catalyst types from USPTO (1) Reactant: [Cl:1][C:2]1[C:7]([F:8])=[CH:6][CH:5]=[C:4]([Cl:9])[C:3]=1[C@H:10]([C:12]1[C:20]2[C:15](=[N:16][CH:17]=[C:18]([C:21]3[CH:22]=[N:23][N:24]([CH2:26][C:27]([OH:29])=O)[CH:25]=3)[CH:19]=2)[NH:14][CH:13]=1)[CH3:11].Cl.C[NH:32]C.CN(C(ON1N=NC2C=CC=CC1=2)=[N+](C)C)C.[B-](F)(F)(F)F.CCN(C(C)C)C(C)C. Product: [Cl:1][C:2]1[C:7]([F:8])=[CH:6][CH:5]=[C:4]([Cl:9])[C:3]=1[C@H:10]([C:12]1[C:20]2[C:15](=[N:16][CH:17]=[C:18]([C:21]3[CH:22]=[N:23][N:24]([CH2:26][C:27]([NH2:32])=[O:29])[CH:25]=3)[CH:19]=2)[NH:14][CH:13]=1)[CH3:11]. The catalyst class is: 2. (2) Reactant: [N+:1]([C:4]1[CH:9]=[C:8]([C:10]([F:13])([F:12])[F:11])[CH:7]=[CH:6][C:5]=1[N:14]1[CH2:19][CH2:18][NH:17][CH2:16][CH2:15]1)([O-:3])=[O:2].C(=O)(O)[O-].[Na+].[C:25](O[C:25]([O:27][C:28]([CH3:31])([CH3:30])[CH3:29])=[O:26])([O:27][C:28]([CH3:31])([CH3:30])[CH3:29])=[O:26]. Product: [C:28]([O:27][C:25]([N:17]1[CH2:18][CH2:19][N:14]([C:5]2[CH:6]=[CH:7][C:8]([C:10]([F:11])([F:12])[F:13])=[CH:9][C:4]=2[N+:1]([O-:3])=[O:2])[CH2:15][CH2:16]1)=[O:26])([CH3:31])([CH3:30])[CH3:29]. The catalyst class is: 95. (3) Product: [CH3:13][C:14]1[N:15]=[C:16]([NH:26][C:30]([N:9]2[CH:10]=[CH:11][N:12]=[CH:8]2)=[O:31])[S:17][C:18]=1[C:19]1[CH:24]=[CH:23][N:22]=[C:21]([CH3:25])[N:20]=1. Reactant: C([C:8]1[NH:9][CH:10]=[CH:11][N:12]=1)([C:8]1[NH:9][CH:10]=[CH:11][N:12]=1)=O.[CH3:13][C:14]1[N:15]=[C:16]([NH2:26])[S:17][C:18]=1[C:19]1[CH:24]=[CH:23][N:22]=[C:21]([CH3:25])[N:20]=1.CN([CH:30]=[O:31])C. The catalyst class is: 2.